Dataset: Catalyst prediction with 721,799 reactions and 888 catalyst types from USPTO. Task: Predict which catalyst facilitates the given reaction. (1) Reactant: [C:1]([N:8]1[CH2:12][CH2:11][C@@H:10]([OH:13])[CH2:9]1)([O:3][C:4]([CH3:7])([CH3:6])[CH3:5])=[O:2].CCN(CC)CC.[CH3:21][S:22](Cl)(=[O:24])=[O:23]. Product: [CH3:21][S:22]([O:13][C@@H:10]1[CH2:11][CH2:12][N:8]([C:1]([O:3][C:4]([CH3:7])([CH3:6])[CH3:5])=[O:2])[CH2:9]1)(=[O:24])=[O:23].[S:22]([OH:24])(=[O:2])(=[O:23])[CH3:21]. The catalyst class is: 2. (2) Reactant: [OH:1][CH2:2][C:3]1[C:12]2[C:7](=[CH:8][CH:9]=[CH:10][CH:11]=2)[C:6]([C:13]([O:15][CH3:16])=[O:14])=[CH:5][CH:4]=1.[CH3:17]I.[H-].[Na+].O. Product: [CH3:17][O:1][CH2:2][C:3]1[C:12]2[C:7](=[CH:8][CH:9]=[CH:10][CH:11]=2)[C:6]([C:13]([O:15][CH3:16])=[O:14])=[CH:5][CH:4]=1. The catalyst class is: 9. (3) The catalyst class is: 12. Product: [CH3:1][O:2][C:3]1[C:8]2[N:9]=[CH:10][S:11][C:7]=2[CH:6]=[CH:5][CH:4]=1. Reactant: [CH3:1][O:2][C:3]1[C:8]2[N:9]=[C:10](N)[S:11][C:7]=2[CH:6]=[CH:5][CH:4]=1.N(OCCC(C)C)=O. (4) Reactant: [S:1]=[C:2]1[CH:7]=[CH:6][N:5]([CH2:8][CH2:9][CH2:10][CH2:11][N:12]2[CH2:17][C@H:16]3[C@:14]([C:18]4[CH:23]=[CH:22][C:21]([C:24]([F:27])([F:26])[F:25])=[CH:20][CH:19]=4)([CH2:15]3)[CH2:13]2)[C:4](=[O:28])[NH:3]1.[ClH:29]. Product: [ClH:29].[S:1]=[C:2]1[CH:7]=[CH:6][N:5]([CH2:8][CH2:9][CH2:10][CH2:11][N:12]2[CH2:17][C@H:16]3[C@:14]([C:18]4[CH:23]=[CH:22][C:21]([C:24]([F:25])([F:26])[F:27])=[CH:20][CH:19]=4)([CH2:15]3)[CH2:13]2)[C:4](=[O:28])[NH:3]1. The catalyst class is: 12. (5) The catalyst class is: 7. Reactant: [Cl:1][C:2]1[CH:7]=[CH:6][CH:5]=[C:4]([Cl:8])[C:3]=1[C:9]1[C:13]([CH2:14][O:15][C:16]2[CH:17]=[C:18]3[C:23](=[CH:24][CH:25]=2)[C:22](=[O:26])[N:21]([C:27]2[CH:28]=[C:29]([CH:34]=[CH:35][CH:36]=2)[C:30]([O:32]C)=[O:31])[CH2:20][CH2:19]3)=[C:12]([CH:37]([CH3:39])[CH3:38])[O:11][N:10]=1.CO.[OH-].[Li+]. Product: [Cl:8][C:4]1[CH:5]=[CH:6][CH:7]=[C:2]([Cl:1])[C:3]=1[C:9]1[C:13]([CH2:14][O:15][C:16]2[CH:17]=[C:18]3[C:23](=[CH:24][CH:25]=2)[C:22](=[O:26])[N:21]([C:27]2[CH:28]=[C:29]([CH:34]=[CH:35][CH:36]=2)[C:30]([OH:32])=[O:31])[CH2:20][CH2:19]3)=[C:12]([CH:37]([CH3:39])[CH3:38])[O:11][N:10]=1. (6) Reactant: [C:1]([O:6][CH2:7][CH2:8][O:9][C:10](=[O:23])[C:11]1[CH:16]=[CH:15][C:14]([O:17]C(OCC)=O)=[CH:13][CH:12]=1)(=[O:5])[C:2]([CH3:4])=[CH2:3].N1C=CC=CC=1.N.Cl. Product: [OH:17][C:14]1[CH:13]=[CH:12][C:11]([C:10]([O:9][CH2:8][CH2:7][O:6][C:1](=[O:5])[C:2]([CH3:4])=[CH2:3])=[O:23])=[CH:16][CH:15]=1. The catalyst class is: 21. (7) Reactant: [CH3:1]/[CH:2]=[C:3]1/[C:4]([CH2:6][C@H:7]2[C@@H:12]3[CH2:13][CH2:14][C:15]4[C@@:21]([CH3:22])([C@H:11]3[CH2:10][CH2:9][C@:8]/12[CH3:23])[CH2:20][CH2:19][C:17](=[O:18])[CH:16]=4)=[O:5]. Product: [CH3:1]/[CH:2]=[C:3]1\[C:4]([CH2:6][C@H:7]2[C@@H:12]3[CH2:13][CH2:14][C:15]4[C@@:21]([CH3:22])([C@H:11]3[CH2:10][CH2:9][C@:8]\12[CH3:23])[CH2:20][CH2:19][C:17](=[O:18])[CH:16]=4)=[O:5]. The catalyst class is: 11. (8) Reactant: Br[C:2]1[C:10]2[C:6](=[CH:7][N:8]([CH3:11])[N:9]=2)[CH:5]=[CH:4][C:3]=1[CH3:12].[C:13]([Cu])#[N:14].O. Product: [CH3:11][N:8]1[CH:7]=[C:6]2[C:10]([C:2]([C:13]#[N:14])=[C:3]([CH3:12])[CH:4]=[CH:5]2)=[N:9]1. The catalyst class is: 37. (9) Reactant: [OH:1][C:2]1[C:3]([CH3:11])=[C:4]([CH:8]=[CH:9][CH:10]=1)[C:5]([OH:7])=[O:6].Cl[Si](C)(C)[CH3:14]. Product: [CH3:14][O:6][C:5](=[O:7])[C:4]1[CH:8]=[CH:9][CH:10]=[C:2]([OH:1])[C:3]=1[CH3:11]. The catalyst class is: 5. (10) Reactant: C(N(CC)CC)C.[Cl:8][C:9]1[CH:14]=[CH:13][C:12]([C:15]2[CH:16]=[CH:17][C:18]([C:21]#[CH:22])=[N:19][CH:20]=2)=[CH:11][CH:10]=1.Br[C:24]1[CH:37]=[CH:36][C:27]([O:28][CH2:29][CH2:30][N:31]2[CH2:35][CH2:34][CH2:33][CH2:32]2)=[CH:26][C:25]=1[CH3:38]. Product: [Cl:8][C:9]1[CH:10]=[CH:11][C:12]([C:15]2[CH:16]=[CH:17][C:18]([C:21]#[C:22][C:24]3[CH:37]=[CH:36][C:27]([O:28][CH2:29][CH2:30][N:31]4[CH2:32][CH2:33][CH2:34][CH2:35]4)=[CH:26][C:25]=3[CH3:38])=[N:19][CH:20]=2)=[CH:13][CH:14]=1. The catalyst class is: 31.